This data is from Forward reaction prediction with 1.9M reactions from USPTO patents (1976-2016). The task is: Predict the product of the given reaction. (1) The product is: [F:19][C:20]1[CH:21]=[C:22]([C:2]2[CH:3]=[CH:4][C:5]([C@H:8]3[CH2:13][CH2:12][C@H:11]([CH2:14][CH2:15][CH2:16][CH2:17][CH3:18])[CH2:10][CH2:9]3)=[CH:6][CH:7]=2)[CH:23]=[CH:24][CH:25]=1. Given the reactants I[C:2]1[CH:7]=[CH:6][C:5]([C@H:8]2[CH2:13][CH2:12][C@H:11]([CH2:14][CH2:15][CH2:16][CH2:17][CH3:18])[CH2:10][CH2:9]2)=[CH:4][CH:3]=1.[F:19][C:20]1[CH:21]=[C:22](B(O)O)[CH:23]=[CH:24][CH:25]=1.C(=O)([O-])[O-].[K+].[K+], predict the reaction product. (2) Given the reactants C(OC([N:8]([CH2:49][CH2:50][N:51]([CH3:53])[CH3:52])[C@H:9]1[CH2:14][CH2:13][C@H:12]([CH2:15][C:16]([NH:18][C@H:19]([B:36]2[O:44]C3C(C)(C4CC(C3)C4(C)C)O2)[CH2:20][C:21]2[C:22]([O:34]C)=[C:23]([CH:31]=[CH:32][CH:33]=2)[C:24]([O:26]C(C)(C)C)=[O:25])=[O:17])[CH2:11][CH2:10]1)=O)(C)(C)C.Cl, predict the reaction product. The product is: [CH3:52][N:51]([CH3:53])[CH2:50][CH2:49][NH:8][C@H:9]1[CH2:14][CH2:13][C@H:12]([CH2:15][C:16]([NH:18][C@H:19]2[CH2:20][C:21]3[CH:33]=[CH:32][CH:31]=[C:23]([C:24]([OH:26])=[O:25])[C:22]=3[O:34][B:36]2[OH:44])=[O:17])[CH2:11][CH2:10]1. (3) Given the reactants [CH3:1][C:2]1[CH:8]=[CH:7][CH:6]=[C:5]([N+:9]([O-:11])=[O:10])[C:3]=1[NH2:4].[Br:12][C:13]1[CH:17]=[C:16]([C:18](O)=[O:19])[N:15]([C:21]2[C:26]([Cl:27])=[CH:25][CH:24]=[CH:23][N:22]=2)[N:14]=1.N1C=CC=C(C)C=1.CS(Cl)(=O)=O, predict the reaction product. The product is: [Br:12][C:13]1[CH:17]=[C:16]([C:18]([NH:4][C:3]2[C:5]([N+:9]([O-:11])=[O:10])=[CH:6][CH:7]=[CH:8][C:2]=2[CH3:1])=[O:19])[N:15]([C:21]2[C:26]([Cl:27])=[CH:25][CH:24]=[CH:23][N:22]=2)[N:14]=1.